This data is from Catalyst prediction with 721,799 reactions and 888 catalyst types from USPTO. The task is: Predict which catalyst facilitates the given reaction. (1) Reactant: Br[C:2]1[CH:10]=[CH:9][C:5]([CH2:6][CH2:7][OH:8])=[CH:4][CH:3]=1.[Li]CCCC.CCCCCC.[B:22](OC(C)C)([O:27]C(C)C)[O:23]C(C)C.Cl. Product: [OH:8][CH2:7][CH2:6][C:5]1[CH:9]=[CH:10][C:2]([B:22]([OH:27])[OH:23])=[CH:3][CH:4]=1. The catalyst class is: 1. (2) Reactant: [Cl:1][C:2]1[C:3]([CH:8]([C:10]2[CH:15]=[CH:14][C:13]([O:16][C:17]3[CH:22]=[CH:21][CH:20]=[CH:19][CH:18]=3)=[CH:12][CH:11]=2)O)=[N:4][CH:5]=[CH:6][N:7]=1.[C:23]1(=[O:33])[NH:27][C:26](=[O:28])[C:25]2=[CH:29][CH:30]=[CH:31][CH:32]=[C:24]12.C1(P(C2C=CC=CC=2)C2C=CC=CC=2)C=CC=CC=1.CC(OC(/N=N/C(OC(C)C)=O)=O)C. Product: [Cl:1][C:2]1[C:3]([CH:8]([C:10]2[CH:15]=[CH:14][C:13]([O:16][C:17]3[CH:22]=[CH:21][CH:20]=[CH:19][CH:18]=3)=[CH:12][CH:11]=2)[N:27]2[C:23](=[O:33])[C:24]3[C:25](=[CH:29][CH:30]=[CH:31][CH:32]=3)[C:26]2=[O:28])=[N:4][CH:5]=[CH:6][N:7]=1. The catalyst class is: 1. (3) Reactant: [F:1][C:2]1[CH:12]=[CH:11][CH:10]=[C:4]2[C:5]([O:7][C:8](=[O:9])[C:3]=12)=O.[F:13][C:14]1[CH:21]=[CH:20][C:17]([CH2:18][NH2:19])=[CH:16][CH:15]=1.C(O)(=O)C.O. Product: [F:1][C:2]1[CH:12]=[CH:11][CH:10]=[C:4]2[C:3]=1[C:8](=[O:9])[N:19]([CH2:18][C:17]1[CH:20]=[CH:21][C:14]([F:13])=[CH:15][CH:16]=1)[C:5]2=[O:7]. The catalyst class is: 11. (4) Reactant: [NH:1]1[C:9]2[C:4](=[CH:5][CH:6]=[CH:7][CH:8]=2)[CH2:3][C:2]1=[O:10].[CH3:11][C:12]1[CH:16]=[CH:15][S:14][C:13]=1[CH:17]=O. Product: [CH3:11][C:12]1[CH:16]=[CH:15][S:14][C:13]=1[CH:17]=[C:3]1[C:4]2[C:9](=[CH:8][CH:7]=[CH:6][CH:5]=2)[NH:1][C:2]1=[O:10]. The catalyst class is: 495. (5) Reactant: CS(O[C@@H:6]1[C@@H:11]([CH3:12])[CH2:10][N:9]([C:13]2[CH:18]=[CH:17][N:16]=[CH:15][C:14]=2[N:19]([C:27]([O:29][C:30]([CH3:33])([CH3:32])[CH3:31])=[O:28])[C:20]([O:22][C:23]([CH3:26])([CH3:25])[CH3:24])=[O:21])[CH2:8][C@H:7]1[NH:34][C:35]([O:37][C:38]([CH3:41])([CH3:40])[CH3:39])=[O:36])(=O)=O.[N-:42]=[N+:43]=[N-:44].[Na+]. Product: [N:42]([C@H:6]1[C@@H:11]([CH3:12])[CH2:10][N:9]([C:13]2[CH:18]=[CH:17][N:16]=[CH:15][C:14]=2[N:19]([C:27]([O:29][C:30]([CH3:32])([CH3:31])[CH3:33])=[O:28])[C:20]([O:22][C:23]([CH3:24])([CH3:25])[CH3:26])=[O:21])[CH2:8][C@H:7]1[NH:34][C:35]([O:37][C:38]([CH3:39])([CH3:41])[CH3:40])=[O:36])=[N+:43]=[N-:44]. The catalyst class is: 3. (6) Reactant: [NH2:1][C:2]1[CH:11]=[CH:10][C:5]([C:6]([O:8][CH3:9])=[O:7])=[C:4]([Cl:12])[CH:3]=1.[I-].[Na+].N1C(C)=CC=[CH:17][C:16]=1C.O.[C:24]([O:27][CH2:28][CH3:29])(=[O:26])[CH3:25]. Product: [Cl:12][C:4]1[CH:3]=[C:2]([NH:1][CH2:16][CH2:17][CH2:25][C:24]([O:27][CH2:28][CH3:29])=[O:26])[CH:11]=[CH:10][C:5]=1[C:6]([O:8][CH3:9])=[O:7]. The catalyst class is: 9. (7) Reactant: C([NH:8][C@H:9]1[C@@H:14]([CH2:15][OH:16])[CH2:13][CH2:12][N:11]([C:17]([O:19][C:20]([CH3:23])([CH3:22])[CH3:21])=[O:18])[CH2:10]1)C1C=CC=CC=1. Product: [NH2:8][C@H:9]1[C@@H:14]([CH2:15][OH:16])[CH2:13][CH2:12][N:11]([C:17]([O:19][C:20]([CH3:23])([CH3:22])[CH3:21])=[O:18])[CH2:10]1. The catalyst class is: 29.